Dataset: Forward reaction prediction with 1.9M reactions from USPTO patents (1976-2016). Task: Predict the product of the given reaction. (1) Given the reactants CN(C=O)C.[CH:6]1([NH:12][C:13]2[CH:22]=[C:21]3[C:16]([C:17](=[O:35])[C:18]([NH:28][CH2:29][C:30]([O:32][CH2:33][CH3:34])=[O:31])=[CH:19][N:20]3[CH:23]([CH2:26][CH3:27])[CH2:24][CH3:25])=[CH:15][C:14]=2[F:36])[CH2:11][CH2:10][CH2:9][CH2:8][CH2:7]1.[CH2:37](Br)[C:38]1[CH:43]=[CH:42][CH:41]=[CH:40][CH:39]=1.C(=O)([O-])[O-].[K+].[K+], predict the reaction product. The product is: [CH2:37]([N:28]([CH2:29][C:30]([O:32][CH2:33][CH3:34])=[O:31])[C:18]1[C:17](=[O:35])[C:16]2[C:21](=[CH:22][C:13]([NH:12][CH:6]3[CH2:7][CH2:8][CH2:9][CH2:10][CH2:11]3)=[C:14]([F:36])[CH:15]=2)[N:20]([CH:23]([CH2:26][CH3:27])[CH2:24][CH3:25])[CH:19]=1)[C:38]1[CH:43]=[CH:42][CH:41]=[CH:40][CH:39]=1. (2) Given the reactants [O:1]1[CH:5]=[CH:4][CH:3]=[CH:2]1.[Li]CCCC.[C:11]([C:13]1[CH:14]=[N:15][CH:16]=[CH:17][CH:18]=1)#N.[Cl-].[NH4+].Cl.C1C[O:25]CC1, predict the reaction product. The product is: [O:1]1[CH:5]=[CH:4][CH:3]=[C:2]1[C:11]([C:13]1[CH:14]=[N:15][CH:16]=[CH:17][CH:18]=1)=[O:25]. (3) Given the reactants C(OC(N1CC(C)NC(C)C1)=O)(C)(C)C.[C:16]([O:20][C:21]([N:23]1[CH2:28][CH:27]([CH3:29])[N:26]([C:30]([C:32]2[C:40]3[C:35](=[C:36]([O:41][CH3:42])[CH:37]=[CH:38][CH:39]=3)[N:34]([CH2:43][CH:44]3[CH2:49][CH2:48][CH2:47][CH2:46][CH2:45]3)[CH:33]=2)=[O:31])[CH:25]([CH3:50])[CH2:24]1)=[O:22])([CH3:19])([CH3:18])[CH3:17].FC(F)(F)C(O)=O.[Cl:58]CCl, predict the reaction product. The product is: [C:16]([O:20][C:21]([N:23]1[CH2:24][CH:25]([CH3:50])[N:26]([C:30]([C:32]2[C:40]3[C:35](=[C:36]([O:41][CH3:42])[CH:37]=[CH:38][CH:39]=3)[N:34]([CH2:43][CH:44]3[CH2:45][CH2:46][CH2:47][CH2:48][CH2:49]3)[CH:33]=2)=[O:31])[CH:27]([CH3:29])[CH2:28]1)=[O:22])([CH3:17])([CH3:18])[CH3:19].[ClH:58].[CH:44]1([CH2:43][N:34]2[C:35]3[C:40](=[CH:39][CH:38]=[CH:37][C:36]=3[O:41][CH3:42])[C:32]([C:30]([N:26]3[CH:25]([CH3:50])[CH2:24][NH:23][CH2:28][CH:27]3[CH3:29])=[O:31])=[CH:33]2)[CH2:49][CH2:48][CH2:47][CH2:46][CH2:45]1.